Task: Predict the reaction yield, written as a fraction of the theoretical maximum amount of product (1.0 means a 100% yield; for example, 0.34 means a 34% yield).. Dataset: Reaction yield outcomes from USPTO patents with 853,638 reactions The reactants are [CH2:1](C(CN)O)[C:2]1[CH:7]=[CH:6][CH:5]=[CH:4][CH:3]=1.[CH:12]([N:15](CC)C(C)C)(C)[CH3:13].[C:21]([O:24][CH2:25][C:26](Cl)=[O:27])(=[O:23])[CH3:22].C(OCC)(=[O:31])C. The catalyst is ClCCl. The product is [CH2:1]([N:15]([CH2:12][CH2:13][OH:31])[C:26]([CH2:25][O:24][C:21](=[O:23])[CH3:22])=[O:27])[C:2]1[CH:3]=[CH:4][CH:5]=[CH:6][CH:7]=1. The yield is 0.590.